Dataset: Full USPTO retrosynthesis dataset with 1.9M reactions from patents (1976-2016). Task: Predict the reactants needed to synthesize the given product. The reactants are: [NH2:1][CH2:2][C@H:3]1[N:8]([C:9]([C:11]2[N:12]=[C:13]([CH3:23])[S:14][C:15]=2[C:16]2[CH:17]=[C:18]([CH3:22])[CH:19]=[CH:20][CH:21]=2)=[O:10])[CH2:7][C@@H:6]2[C@H:4]1[CH2:5]2.[S:24]1[CH:28]=[CH:27][N:26]2[CH:29]=[C:30]([C:32](O)=[O:33])[N:31]=[C:25]12. Given the product [CH3:23][C:13]1[S:14][C:15]([C:16]2[CH:17]=[C:18]([CH3:22])[CH:19]=[CH:20][CH:21]=2)=[C:11]([C:9]([N:8]2[CH2:7][C@@H:6]3[C@@H:4]([CH2:5]3)[C@H:3]2[CH2:2][NH:1][C:32]([C:30]2[N:31]=[C:25]3[N:26]([CH:29]=2)[CH:27]=[CH:28][S:24]3)=[O:33])=[O:10])[N:12]=1, predict the reactants needed to synthesize it.